Dataset: Reaction yield outcomes from USPTO patents with 853,638 reactions. Task: Predict the reaction yield, written as a fraction of the theoretical maximum amount of product (1.0 means a 100% yield; for example, 0.34 means a 34% yield). (1) The reactants are [C:1]([C:5]1[S:9][C:8](=[NH:10])[NH:7][C:6]=1[CH3:11])([CH3:4])([CH3:3])[CH3:2].C(N(CC)CC)C.[Cl:19][C:20]1[CH:21]=[CH:22][C:23]([O:29][CH3:30])=[C:24]([CH:28]=1)[C:25](Cl)=[O:26]. The catalyst is O1CCCC1. The product is [C:1]([C:5]1[S:9]/[C:8](=[N:10]\[C:25](=[O:26])[C:24]2[CH:28]=[C:20]([Cl:19])[CH:21]=[CH:22][C:23]=2[O:29][CH3:30])/[NH:7][C:6]=1[CH3:11])([CH3:4])([CH3:2])[CH3:3]. The yield is 0.960. (2) The reactants are [CH2:1]([N:3]([CH:14]1[CH2:19][CH2:18][O:17][CH2:16][CH2:15]1)[C:4]1[S:8][CH:7]=[C:6]([C:9]([O:11][CH3:12])=[O:10])[C:5]=1[CH3:13])[CH3:2].C1C(=O)N([Cl:27])C(=O)C1.C([O-])([O-])=O.[Na+].[Na+]. The catalyst is CN(C=O)C.O. The product is [Cl:27][C:7]1[S:8][C:4]([N:3]([CH2:1][CH3:2])[CH:14]2[CH2:19][CH2:18][O:17][CH2:16][CH2:15]2)=[C:5]([CH3:13])[C:6]=1[C:9]([O:11][CH3:12])=[O:10]. The yield is 0.616. (3) The reactants are [Cl:1][C:2]1[CH:3]=[CH:4][C:5]([CH2:8]O)=[N:6][CH:7]=1.S(Cl)([Cl:12])=O.C(=O)([O-])O.[Na+]. The catalyst is ClCCl. The product is [Cl:1][C:2]1[CH:3]=[CH:4][C:5]([CH2:8][Cl:12])=[N:6][CH:7]=1. The yield is 0.780. (4) The reactants are [CH:1]12[CH2:7][CH:4]([CH:5]=[CH:6]1)[CH2:3][CH:2]2[C:8]([OH:10])=O.[CH3:11][NH:12][CH2:13][C:14]1[S:15][CH:16]=[CH:17][CH:18]=1.C(N(CC)CC)C.CCN=C=NCCCN(C)C. The catalyst is C(Cl)Cl.CN(C1C=CN=CC=1)C. The product is [CH3:11][N:12]([CH2:13][C:14]1[S:15][CH:16]=[CH:17][CH:18]=1)[C:8]([CH:2]1[CH2:3][CH:4]2[CH2:7][CH:1]1[CH:6]=[CH:5]2)=[O:10]. The yield is 0.0700. (5) The reactants are [NH2:1][C:2]1[CH:3]=[C:4]([OH:8])[CH:5]=[CH:6][CH:7]=1.[H-].[Na+].Cl.Cl[CH2:13][C:14]1[N:15]([CH2:19][C:20]2[CH:25]=[C:24]([Cl:26])[CH:23]=[C:22]([Cl:27])[CH:21]=2)[CH:16]=[CH:17][N:18]=1. The catalyst is CN(C=O)C. The product is [Cl:27][C:22]1[CH:21]=[C:20]([CH:25]=[C:24]([Cl:26])[CH:23]=1)[CH2:19][N:15]1[CH:16]=[CH:17][N:18]=[C:14]1[CH2:13][O:8][C:4]1[CH:3]=[C:2]([NH2:1])[CH:7]=[CH:6][CH:5]=1. The yield is 0.700. (6) The reactants are C(Cl)Cl.C([O-])([O-])=O.[Cs+].[Cs+].[NH2:10][C:11]1[C:12](Br)=[C:13]2[C:18](=[CH:19][CH:20]=1)[N:17]=[CH:16][CH:15]=[CH:14]2.[CH2:22](B(CC)CC)[CH3:23]. The catalyst is CN(C=O)C.C1C=CC(P(C2C=CC=CC=2)[C-]2C=CC=C2)=CC=1.C1C=CC(P(C2C=CC=CC=2)[C-]2C=CC=C2)=CC=1.Cl[Pd]Cl.[Fe+2].O. The product is [NH2:10][C:11]1[C:12]([CH2:22][CH3:23])=[C:13]2[C:18](=[CH:19][CH:20]=1)[N:17]=[CH:16][CH:15]=[CH:14]2. The yield is 0.658. (7) The reactants are [NH:1]1[CH2:6][CH2:5][O:4][CH2:3][CH2:2]1.[Cl:7][C:8]1[N:9]=[C:10](Cl)[C:11]2[CH:16]=[CH:15][S:14][C:12]=2[N:13]=1. No catalyst specified. The product is [Cl:7][C:8]1[N:9]=[C:10]([N:1]2[CH2:6][CH2:5][O:4][CH2:3][CH2:2]2)[C:11]2[CH:16]=[CH:15][S:14][C:12]=2[N:13]=1. The yield is 0.880. (8) The reactants are CCN(C(C)C)C(C)C.Cl.[NH2:11][C@@H:12]([CH:20]([CH3:22])[CH3:21])[C:13]([O:15][C:16]([CH3:19])([CH3:18])[CH3:17])=[O:14].Cl[C:24]([O:26][CH3:27])=[O:25]. The catalyst is C1COCC1. The product is [CH3:27][O:26][C:24]([NH:11][C@@H:12]([CH:20]([CH3:22])[CH3:21])[C:13]([O:15][C:16]([CH3:17])([CH3:19])[CH3:18])=[O:14])=[O:25]. The yield is 0.990. (9) The reactants are C([O:8][CH2:9][C@@H:10]1[O:15][CH2:14][CH2:13][N:12]([C:16]([O:18][C:19]([CH3:22])([CH3:21])[CH3:20])=[O:17])[CH2:11]1)C1C=CC=CC=1. The catalyst is CCO.[Pd]. The product is [OH:8][CH2:9][C@@H:10]1[O:15][CH2:14][CH2:13][N:12]([C:16]([O:18][C:19]([CH3:22])([CH3:21])[CH3:20])=[O:17])[CH2:11]1. The yield is 0.990. (10) The product is [CH3:11][O:12][C:13]1[CH:14]=[CH:15][C:16]([N:19]2[CH2:24][CH2:23][N:22]([C:25]3[C:26]([CH3:37])=[C:27]([CH3:36])[C:28]4[O:32][CH2:31][CH2:30][C:29]=4[C:34]=3[CH3:35])[CH2:21][CH2:20]2)=[CH:17][CH:18]=1. The yield is 0.170. The catalyst is O.C1COCC1. The reactants are [H-].[Al+3].[Li+].[H-].[H-].[H-].[Cl-].[Al+3].[Cl-].[Cl-].[CH3:11][O:12][C:13]1[CH:18]=[CH:17][C:16]([N:19]2[CH2:24][CH2:23][N:22]([C:25]3[C:26]([CH3:37])=[C:27]([CH3:36])[C:28]4[O:32][CH2:31][C:30](=O)[C:29]=4[C:34]=3[CH3:35])[CH2:21][CH2:20]2)=[CH:15][CH:14]=1.[OH-].[Na+].